Dataset: Forward reaction prediction with 1.9M reactions from USPTO patents (1976-2016). Task: Predict the product of the given reaction. (1) Given the reactants [C:1]([O:5][C:6]([N:8]1[CH2:12][CH2:11][CH2:10][C:9]1([CH2:34][C:35]1[CH:40]=[CH:39][CH:38]=[CH:37][CH:36]=1)[C:13]([C:15]1[CH:16]=[C:17]2[C:21](=[CH:22][CH:23]=1)[N:20]([Si](C(C)C)(C(C)C)C(C)C)[CH:19]=[CH:18]2)=[O:14])=[O:7])([CH3:4])([CH3:3])[CH3:2].C[N+](C)(C)C.[F-], predict the reaction product. The product is: [C:1]([O:5][C:6]([N:8]1[CH2:12][CH2:11][CH2:10][C:9]1([CH2:34][C:35]1[CH:36]=[CH:37][CH:38]=[CH:39][CH:40]=1)[C:13]([C:15]1[CH:16]=[C:17]2[C:21](=[CH:22][CH:23]=1)[NH:20][CH:19]=[CH:18]2)=[O:14])=[O:7])([CH3:4])([CH3:2])[CH3:3]. (2) Given the reactants [NH2:1][C@@H:2]([CH2:6][CH:7]1[CH2:11][CH2:10][CH2:9][CH2:8]1)[C:3]([OH:5])=[O:4].[OH-].[Na+].[C:14]([O:18][C:19](O[C:19]([O:18][C:14]([CH3:17])([CH3:16])[CH3:15])=[O:20])=[O:20])([CH3:17])([CH3:16])[CH3:15].Cl, predict the reaction product. The product is: [C:14]([O:18][C:19]([NH:1][C@@H:2]([CH2:6][CH:7]1[CH2:11][CH2:10][CH2:9][CH2:8]1)[C:3]([OH:5])=[O:4])=[O:20])([CH3:17])([CH3:16])[CH3:15]. (3) Given the reactants Br[C:2]1[C:3]([NH:10][C@H:11]2[CH2:16][CH2:15][CH2:14][N:13]([S:17]([CH2:20][CH:21]([CH3:23])[CH3:22])(=[O:19])=[O:18])[CH2:12]2)=[N:4][C:5](SC)=[N:6][CH:7]=1.C[Si](C)(C)CCOC[N:30]1[C:34]2=[N:35][CH:36]=[C:37]([Sn](C)(C)C)[N:38]=[C:33]2[CH:32]=[CH:31]1, predict the reaction product. The product is: [CH3:22][CH:21]([CH3:23])[CH2:20][S:17]([N:13]1[CH2:14][CH2:15][CH2:16][C@H:11]([NH:10][C:3]2[C:2]([C:37]3[N:38]=[C:33]4[CH:32]=[CH:31][NH:30][C:34]4=[N:35][CH:36]=3)=[CH:7][N:6]=[CH:5][N:4]=2)[CH2:12]1)(=[O:19])=[O:18].